Dataset: Catalyst prediction with 721,799 reactions and 888 catalyst types from USPTO. Task: Predict which catalyst facilitates the given reaction. (1) Reactant: [CH2:1]([O:5][C:6]1[C:15]2[C:10](=[CH:11][CH:12]=[C:13]([C:16]3[N:20]=[C:19]([CH3:21])[O:18][N:17]=3)[CH:14]=2)[C:9](=[O:22])[N:8]([CH2:23][CH:24]([CH3:26])[CH3:25])[C:7]=1[CH2:27][NH:28]C(=O)OC(C)(C)C)[CH2:2][CH2:3][CH3:4].[ClH:36]. Product: [ClH:36].[NH2:28][CH2:27][C:7]1[N:8]([CH2:23][CH:24]([CH3:25])[CH3:26])[C:9](=[O:22])[C:10]2[C:15]([C:6]=1[O:5][CH2:1][CH2:2][CH2:3][CH3:4])=[CH:14][C:13]([C:16]1[N:20]=[C:19]([CH3:21])[O:18][N:17]=1)=[CH:12][CH:11]=2. The catalyst class is: 13. (2) Reactant: [CH3:1][O:2][C:3]1[CH:8]=[CH:7][C:6]([C:9]2[O:13][C:12]([CH2:14][C:15]3[CH:26]=[CH:25][C:18]4[CH:19]=[C:20]([C:22](O)=[O:23])[S:21][C:17]=4[CH:16]=3)=[N:11][N:10]=2)=[CH:5][CH:4]=1.[C:27]1([NH2:34])[CH:32]=[CH:31][CH:30]=[CH:29][C:28]=1[NH2:33].[Cl-].C(N=C=NCCC[NH+](C)C)C. Product: [NH2:33][C:28]1[CH:29]=[CH:30][CH:31]=[CH:32][C:27]=1[NH:34][C:22]([C:20]1[S:21][C:17]2[CH:16]=[C:15]([CH2:14][C:12]3[O:13][C:9]([C:6]4[CH:5]=[CH:4][C:3]([O:2][CH3:1])=[CH:8][CH:7]=4)=[N:10][N:11]=3)[CH:26]=[CH:25][C:18]=2[CH:19]=1)=[O:23]. The catalyst class is: 3. (3) Reactant: Br[C:2]1[CH:3]=[C:4]([C:9]([NH:12][C:13](=[O:23])[O:14][CH:15]2[CH:20]3[CH2:21][CH2:22][N:17]([CH2:18][CH2:19]3)[CH2:16]2)([CH3:11])[CH3:10])[CH:5]=[CH:6][C:7]=1[F:8].[N:24]1[CH:29]=[CH:28][C:27](B(O)O)=[CH:26][CH:25]=1. Product: [F:8][C:7]1[CH:6]=[CH:5][C:4]([C:9]([NH:12][C:13](=[O:23])[O:14][CH:15]2[CH:20]3[CH2:21][CH2:22][N:17]([CH2:18][CH2:19]3)[CH2:16]2)([CH3:11])[CH3:10])=[CH:3][C:2]=1[C:27]1[CH:28]=[CH:29][N:24]=[CH:25][CH:26]=1. The catalyst class is: 110.